Dataset: CYP2C19 inhibition data for predicting drug metabolism from PubChem BioAssay. Task: Regression/Classification. Given a drug SMILES string, predict its absorption, distribution, metabolism, or excretion properties. Task type varies by dataset: regression for continuous measurements (e.g., permeability, clearance, half-life) or binary classification for categorical outcomes (e.g., BBB penetration, CYP inhibition). Dataset: cyp2c19_veith. (1) The result is 0 (non-inhibitor). The drug is O=C(c1cc(C(F)(F)F)cc(C(F)(F)F)c1)N1CCC2(CC1)CN(c1ccncc1)C2. (2) The result is 1 (inhibitor). The compound is Cc1ccc2c(c1)NC(=O)c1cccnc1N2. (3) The compound is C#CCCCO/N=C1/C[C@@H](O)[C@@H](O)[C@@H]2[C@@H]3C(=O)N(C(C)(C)C)C(=O)[C@H]3CC[C@@H]12. The result is 1 (inhibitor). (4) The molecule is C[C@]12C(=O)OC(=O)[C@@]1(C)[C@@H]1CC[C@H]2O1. The result is 0 (non-inhibitor).